Dataset: Full USPTO retrosynthesis dataset with 1.9M reactions from patents (1976-2016). Task: Predict the reactants needed to synthesize the given product. Given the product [C:1]1([S:7]([N:22]2[C:18]3[CH:17]=[CH:16][N:15]=[C:14]([Cl:13])[C:19]=3[CH:20]=[CH:21]2)(=[O:9])=[O:8])[CH:6]=[CH:5][CH:4]=[CH:3][CH:2]=1, predict the reactants needed to synthesize it. The reactants are: [C:1]1([S:7](Cl)(=[O:9])=[O:8])[CH:6]=[CH:5][CH:4]=[CH:3][CH:2]=1.[OH-].[Na+].[Cl:13][C:14]1[C:19]2[CH:20]=[CH:21][NH:22][C:18]=2[CH:17]=[CH:16][N:15]=1.